This data is from NCI-60 drug combinations with 297,098 pairs across 59 cell lines. The task is: Regression. Given two drug SMILES strings and cell line genomic features, predict the synergy score measuring deviation from expected non-interaction effect. (1) Drug 1: C1CC(C1)(C(=O)O)C(=O)O.[NH2-].[NH2-].[Pt+2]. Drug 2: CCCCCOC(=O)NC1=NC(=O)N(C=C1F)C2C(C(C(O2)C)O)O. Cell line: SK-MEL-5. Synergy scores: CSS=2.54, Synergy_ZIP=-1.80, Synergy_Bliss=0.588, Synergy_Loewe=0.661, Synergy_HSA=1.23. (2) Drug 1: CC=C1C(=O)NC(C(=O)OC2CC(=O)NC(C(=O)NC(CSSCCC=C2)C(=O)N1)C(C)C)C(C)C. Drug 2: C1CN1C2=NC(=NC(=N2)N3CC3)N4CC4. Cell line: 786-0. Synergy scores: CSS=51.1, Synergy_ZIP=0.737, Synergy_Bliss=4.16, Synergy_Loewe=-8.31, Synergy_HSA=6.71.